Dataset: Reaction yield outcomes from USPTO patents with 853,638 reactions. Task: Predict the reaction yield, written as a fraction of the theoretical maximum amount of product (1.0 means a 100% yield; for example, 0.34 means a 34% yield). (1) The reactants are [CH3:1][C:2]1([CH3:14])[C:6]([CH3:8])([CH3:7])[O:5][B:4]([C:9]2[CH:10]=[N:11][NH:12][CH:13]=2)[O:3]1.C(OCN1C2N=CN=C(C3C=NN([CH:37]([O:39][CH2:40][CH3:41])[CH3:38])C=3)C=2C=C1)(=O)C(C)(C)C.Cl.C([O-])(O)=O.[Na+]. The catalyst is O1CCOCC1.C1(C)C=CC=CC=1. The product is [CH2:37]([O:39][CH2:40][CH2:41][N:12]1[CH:13]=[C:9]([B:4]2[O:5][C:6]([CH3:7])([CH3:8])[C:2]([CH3:14])([CH3:1])[O:3]2)[CH:10]=[N:11]1)[CH3:38]. The yield is 0.973. (2) The reactants are [CH2:1]([O:4][C:5]1([CH3:40])[CH2:10][CH2:9][N:8]([C:11]2[N:16]3[N:17]=[C:18]([CH2:20][N:21]4[CH:25]=[C:24]([CH2:26][OH:27])[N:23]=[N:22]4)[CH:19]=[C:15]3[N:14]=[C:13]([CH3:28])[C:12]=2[C@H:29]([O:35][C:36]([CH3:39])([CH3:38])[CH3:37])[C:30]([O:32][CH2:33][CH3:34])=[O:31])[CH2:7][CH2:6]1)[CH:2]=[CH2:3].[H-].[Na+].[CH2:43](Br)[CH:44]=[CH2:45]. The catalyst is CN(C=O)C. The product is [CH2:1]([O:4][C:5]1([CH3:40])[CH2:10][CH2:9][N:8]([C:11]2[N:16]3[N:17]=[C:18]([CH2:20][N:21]4[CH:25]=[C:24]([CH2:26][O:27][CH2:45][CH:44]=[CH2:43])[N:23]=[N:22]4)[CH:19]=[C:15]3[N:14]=[C:13]([CH3:28])[C:12]=2[C@H:29]([O:35][C:36]([CH3:39])([CH3:38])[CH3:37])[C:30]([O:32][CH2:33][CH3:34])=[O:31])[CH2:7][CH2:6]1)[CH:2]=[CH2:3]. The yield is 0.572. (3) The reactants are [CH3:1][O:2][C:3](=[O:28])[C:4]1[CH:9]=[CH:8][C:7]([C:10]([C:17]2[NH:26][C:20]3=[N:21][CH:22]=[C:23]([CH3:25])[CH:24]=[C:19]3[CH:18]=2)=[CH:11][CH:12]2[CH2:16][CH2:15][CH2:14][CH2:13]2)=[CH:6][C:5]=1[F:27]. The catalyst is [Pd].CO. The product is [CH3:1][O:2][C:3](=[O:28])[C:4]1[CH:9]=[CH:8][C:7]([CH:10]([C:17]2[NH:26][C:20]3=[N:21][CH:22]=[C:23]([CH3:25])[CH:24]=[C:19]3[CH:18]=2)[CH2:11][CH:12]2[CH2:13][CH2:14][CH2:15][CH2:16]2)=[CH:6][C:5]=1[F:27]. The yield is 0.160.